Dataset: Reaction yield outcomes from USPTO patents with 853,638 reactions. Task: Predict the reaction yield, written as a fraction of the theoretical maximum amount of product (1.0 means a 100% yield; for example, 0.34 means a 34% yield). (1) The reactants are [CH2:1](Br)[CH2:2][C:3]1[CH:8]=[CH:7][CH:6]=[CH:5][CH:4]=1.[NH2:10][C:11]1[C:28]([CH3:29])=[CH:27][C:14]([O:15][CH2:16][C:17]([N:19]([CH3:26])[CH:20]2[CH2:25][CH2:24][NH:23][CH2:22][CH2:21]2)=[O:18])=[C:13]([CH3:30])[C:12]=1[CH3:31].C(N(CC)CC)C.[Cl-].[NH4+]. The catalyst is C(#N)C. The product is [NH2:10][C:11]1[C:28]([CH3:29])=[CH:27][C:14]([O:15][CH2:16][C:17]([N:19]([CH3:26])[CH:20]2[CH2:25][CH2:24][N:23]([CH2:1][CH2:2][C:3]3[CH:8]=[CH:7][CH:6]=[CH:5][CH:4]=3)[CH2:22][CH2:21]2)=[O:18])=[C:13]([CH3:30])[C:12]=1[CH3:31]. The yield is 0.830. (2) The reactants are [CH2:1]([NH:8][CH:9]1[CH2:14][CH2:13][CH2:12][CH2:11][CH:10]1O)[C:2]1[CH:7]=[CH:6][CH:5]=[CH:4][CH:3]=1.N(C(OCC)=O)=NC(OCC)=O.C1C=CC(P(C2C=CC=CC=2)C2C=CC=CC=2)=CC=1. The catalyst is CCOCC. The product is [CH2:1]([N:8]1[CH:14]2[CH:9]1[CH2:10][CH2:11][CH2:12][CH2:13]2)[C:2]1[CH:7]=[CH:6][CH:5]=[CH:4][CH:3]=1. The yield is 0.750. (3) The reactants are [F:1][C:2]1[CH:3]=[C:4]([CH:6]=[CH:7][C:8]=1[B:9]1[O:13][C:12]([CH3:15])([CH3:14])[C:11]([CH3:17])([CH3:16])[O:10]1)[NH2:5].[CH2:18]([N:20]=[C:21]=[O:22])[CH3:19].[N-]=C=O. The catalyst is C(Cl)Cl. The product is [CH2:18]([NH:20][C:21]([NH:5][C:4]1[CH:6]=[CH:7][C:8]([B:9]2[O:13][C:12]([CH3:15])([CH3:14])[C:11]([CH3:17])([CH3:16])[O:10]2)=[C:2]([F:1])[CH:3]=1)=[O:22])[CH3:19]. The yield is 0.540. (4) The reactants are [Cl:1][S:2]([OH:5])(=O)=[O:3].[Cl:6][C:7]1[CH:8]=[C:9]2[C:14](=[CH:15][CH:16]=1)[N:13]([C@H:17]1[CH2:21][CH2:20][N:19]([C:22]3[CH:27]=[CH:26][CH:25]=[CH:24][CH:23]=3)[C:18]1=[O:28])[CH2:12][CH2:11][CH2:10]2. The catalyst is CCOC(C)=O. The product is [Cl:6][C:7]1[CH:8]=[C:9]2[C:14](=[CH:15][CH:16]=1)[N:13]([C@H:17]1[CH2:21][CH2:20][N:19]([C:22]3[CH:23]=[CH:24][C:25]([S:2]([Cl:1])(=[O:5])=[O:3])=[CH:26][CH:27]=3)[C:18]1=[O:28])[CH2:12][CH2:11][CH2:10]2. The yield is 0.610.